Dataset: Forward reaction prediction with 1.9M reactions from USPTO patents (1976-2016). Task: Predict the product of the given reaction. The product is: [Br:1][C:2]1[CH:6]=[CH:5][S:4][C:3]=1[C:7]([N:9]([C:10]1[CH:15]=[CH:14][C:13]([O:16][CH3:17])=[CH:12][CH:11]=1)[C:18](=[O:19])[O:20][C:21]([CH3:24])([CH3:23])[CH3:22])=[O:8]. Given the reactants [Br:1][C:2]1[CH:6]=[CH:5][S:4][C:3]=1[C:7]([NH:9][C:10]1[CH:15]=[CH:14][C:13]([O:16][CH3:17])=[CH:12][CH:11]=1)=[O:8].[C:18](O[C:18]([O:20][C:21]([CH3:24])([CH3:23])[CH3:22])=[O:19])([O:20][C:21]([CH3:24])([CH3:23])[CH3:22])=[O:19], predict the reaction product.